From a dataset of Full USPTO retrosynthesis dataset with 1.9M reactions from patents (1976-2016). Predict the reactants needed to synthesize the given product. (1) The reactants are: C[O:2][C:3]1[CH:8]=[CH:7][C:6]([C:9]2[C:10]([CH3:26])=[N:11][N:12]([CH3:25])[C:13]=2[C:14]2[CH:24]=[CH:23][C:17]3[O:18][CH2:19][C:20](=[O:22])[NH:21][C:16]=3[CH:15]=2)=[CH:5][CH:4]=1.B(Br)(Br)Br. Given the product [OH:2][C:3]1[CH:8]=[CH:7][C:6]([C:9]2[C:10]([CH3:26])=[N:11][N:12]([CH3:25])[C:13]=2[C:14]2[CH:24]=[CH:23][C:17]3[O:18][CH2:19][C:20](=[O:22])[NH:21][C:16]=3[CH:15]=2)=[CH:5][CH:4]=1, predict the reactants needed to synthesize it. (2) Given the product [C:1]([O:5][C:6](=[O:12])[NH:7][CH2:8][CH2:9][CH2:10][O:11][C:19]1[CH:20]=[CH:21][C:16]([Cl:15])=[CH:17][C:18]=1[N+:23]([O-:25])=[O:24])([CH3:4])([CH3:2])[CH3:3], predict the reactants needed to synthesize it. The reactants are: [C:1]([O:5][C:6](=[O:12])[NH:7][CH2:8][CH2:9][CH2:10][OH:11])([CH3:4])([CH3:3])[CH3:2].[H-].[Na+].[Cl:15][C:16]1[CH:21]=[CH:20][C:19](F)=[C:18]([N+:23]([O-:25])=[O:24])[CH:17]=1. (3) Given the product [Cl:26][C:27]1[CH:32]=[CH:31][C:30]([F:36])=[C:29]([C:2]2[CH:3]=[C:4]([NH:8][CH:9]([C:13]3[CH:18]=[CH:17][C:16]([CH3:19])=[CH:15][CH:14]=3)[C:10]([NH2:12])=[O:11])[CH:5]=[N:6][CH:7]=2)[CH:28]=1, predict the reactants needed to synthesize it. The reactants are: Br[C:2]1[CH:3]=[C:4]([NH:8][CH:9]([C:13]2[CH:18]=[CH:17][C:16]([CH3:19])=[CH:15][CH:14]=2)[C:10]([NH2:12])=[O:11])[CH:5]=[N:6][CH:7]=1.C([O-])([O-])=O.[K+].[K+].[Cl:26][C:27]1[CH:28]=[CH:29][C:30]([F:36])=[C:31](B(O)O)[CH:32]=1. (4) Given the product [C:20]([C:19]1[CH:22]=[C:23]([CH3:24])[C:16]([N:13]2[CH2:14][CH2:15][N:10]([C:8]([C:5]3[CH:4]=[CH:3][C:2]([N:27]4[C@H:26]([CH3:25])[CH2:30][O:29][C:28]4=[O:31])=[N:7][CH:6]=3)=[O:9])[CH2:11][CH2:12]2)=[N:17][CH:18]=1)#[N:21], predict the reactants needed to synthesize it. The reactants are: Br[C:2]1[N:7]=[CH:6][C:5]([C:8]([N:10]2[CH2:15][CH2:14][N:13]([C:16]3[C:23]([CH3:24])=[CH:22][C:19]([C:20]#[N:21])=[CH:18][N:17]=3)[CH2:12][CH2:11]2)=[O:9])=[CH:4][CH:3]=1.[CH3:25][C@@H:26]1[CH2:30][O:29][C:28](=[O:31])[NH:27]1. (5) The reactants are: C(C[C:5]1[CH:6]=[CH:7][C:8]([O:11][CH2:12][C@@H:13]2[CH2:17][C@H:16]([O:18][C:19]3[CH:28]=[CH:27][C:26]4[C:21](=[CH:22][CH:23]=[CH:24][CH:25]=4)[CH:20]=3)[CH2:15][N:14]2C(OC(C)(C)C)=O)=[N:9][CH:10]=1)(O)=O.[C:36]([OH:42])(C(F)(F)F)=[O:37].[CH2:43](Cl)Cl. Given the product [CH:20]1[C:21]2[C:26](=[CH:25][CH:24]=[CH:23][CH:22]=2)[CH:27]=[CH:28][C:19]=1[O:18][C@@H:16]1[CH2:15][NH:14][C@H:13]([CH2:12][O:11][C:8]2[CH:7]=[CH:6][C:5]([C:36]([O:42][CH3:43])=[O:37])=[CH:10][N:9]=2)[CH2:17]1, predict the reactants needed to synthesize it.